From a dataset of Forward reaction prediction with 1.9M reactions from USPTO patents (1976-2016). Predict the product of the given reaction. (1) Given the reactants [C:1]([CH2:4][CH2:5][CH2:6][C:7]1[CH:15]=[CH:14][CH:13]=[CH:12][C:8]=1[C:9]([OH:11])=[O:10])([OH:3])=O.CCN(C(C)C)C(C)C.CN(C(ON1N=NC2C=CC=NC1=2)=[N+](C)C)C.F[P-](F)(F)(F)(F)F.[CH2:49]([O:51][C:52](=[O:68])[C@H:53]([OH:67])[C@H:54]([NH2:66])[CH2:55][C:56]1[CH:61]=[CH:60][CH:59]=[CH:58][C:57]=1[C:62]([F:65])([F:64])[F:63])[CH3:50], predict the reaction product. The product is: [CH2:49]([O:51][C:52]([C@H:53]([OH:67])[C@H:54]([NH:66][C:1]([CH2:4][CH2:5][CH2:6][C:7]1[CH:15]=[CH:14][CH:13]=[CH:12][C:8]=1[C:9]([OH:11])=[O:10])=[O:3])[CH2:55][C:56]1[CH:61]=[CH:60][CH:59]=[CH:58][C:57]=1[C:62]([F:65])([F:63])[F:64])=[O:68])[CH3:50]. (2) Given the reactants [C:1]([C:3]1[CH:8]=[C:7]([O:9][CH3:10])[C:6]([O:11][CH2:12][CH2:13][O:14][CH3:15])=[CH:5][C:4]=1[N:16]=[CH:17][N:18](C)C)#[N:2].[CH3:21][O:22][C:23]1[CH:28]=[C:27]([S:29][CH3:30])[C:26]([O:31][CH3:32])=[CH:25][C:24]=1N, predict the reaction product. The product is: [CH3:21][O:22][C:23]1[CH:28]=[C:27]([S:29][CH3:30])[C:26]([O:31][CH3:32])=[CH:25][C:24]=1[NH:2][C:1]1[C:3]2[C:4](=[CH:5][C:6]([O:11][CH2:12][CH2:13][O:14][CH3:15])=[C:7]([O:9][CH3:10])[CH:8]=2)[N:16]=[CH:17][N:18]=1. (3) Given the reactants [Br:1][C:2]1[CH:3]=[CH:4][C:5]([O:33]C)=[C:6]([C:8]([CH3:32])([CH3:31])[CH2:9][C:10]([OH:30])([C:26]([F:29])([F:28])[F:27])[C:11]([NH:13][C:14]2[CH:15]=[CH:16][C:17]3[C:22](=[O:23])[O:21][N:20]=[C:19]([CH3:24])[C:18]=3[CH:25]=2)=[O:12])[CH:7]=1.C(OCC)(=O)C.C(=O)(O)[O-].[Na+], predict the reaction product. The product is: [Br:1][C:2]1[CH:3]=[CH:4][C:5]([OH:33])=[C:6]([C:8]([CH3:32])([CH3:31])[CH2:9][C:10]([OH:30])([C:26]([F:27])([F:29])[F:28])[C:11]([NH:13][C:14]2[CH:15]=[CH:16][C:17]3[C:22](=[O:23])[O:21][N:20]=[C:19]([CH3:24])[C:18]=3[CH:25]=2)=[O:12])[CH:7]=1.